From a dataset of NCI-60 drug combinations with 297,098 pairs across 59 cell lines. Regression. Given two drug SMILES strings and cell line genomic features, predict the synergy score measuring deviation from expected non-interaction effect. (1) Drug 1: C1=CC(=C2C(=C1NCCNCCO)C(=O)C3=C(C=CC(=C3C2=O)O)O)NCCNCCO. Drug 2: C1=CC(=CC=C1C#N)C(C2=CC=C(C=C2)C#N)N3C=NC=N3. Cell line: K-562. Synergy scores: CSS=48.5, Synergy_ZIP=0.584, Synergy_Bliss=2.20, Synergy_Loewe=-32.8, Synergy_HSA=3.09. (2) Drug 1: CC1=C(N=C(N=C1N)C(CC(=O)N)NCC(C(=O)N)N)C(=O)NC(C(C2=CN=CN2)OC3C(C(C(C(O3)CO)O)O)OC4C(C(C(C(O4)CO)O)OC(=O)N)O)C(=O)NC(C)C(C(C)C(=O)NC(C(C)O)C(=O)NCCC5=NC(=CS5)C6=NC(=CS6)C(=O)NCCC[S+](C)C)O. Drug 2: COCCOC1=C(C=C2C(=C1)C(=NC=N2)NC3=CC=CC(=C3)C#C)OCCOC.Cl. Cell line: SN12C. Synergy scores: CSS=30.7, Synergy_ZIP=1.04, Synergy_Bliss=1.43, Synergy_Loewe=-0.219, Synergy_HSA=5.54. (3) Drug 1: CC1=C(N=C(N=C1N)C(CC(=O)N)NCC(C(=O)N)N)C(=O)NC(C(C2=CN=CN2)OC3C(C(C(C(O3)CO)O)O)OC4C(C(C(C(O4)CO)O)OC(=O)N)O)C(=O)NC(C)C(C(C)C(=O)NC(C(C)O)C(=O)NCCC5=NC(=CS5)C6=NC(=CS6)C(=O)NCCC[S+](C)C)O. Drug 2: CC(C)NC(=O)C1=CC=C(C=C1)CNNC.Cl. Cell line: UACC-257. Synergy scores: CSS=6.96, Synergy_ZIP=-2.48, Synergy_Bliss=-1.07, Synergy_Loewe=-15.8, Synergy_HSA=-3.26. (4) Drug 1: CN1CCC(CC1)COC2=C(C=C3C(=C2)N=CN=C3NC4=C(C=C(C=C4)Br)F)OC. Drug 2: CN1C(=O)N2C=NC(=C2N=N1)C(=O)N. Cell line: KM12. Synergy scores: CSS=-11.3, Synergy_ZIP=2.18, Synergy_Bliss=-5.77, Synergy_Loewe=-7.97, Synergy_HSA=-9.67. (5) Drug 1: CC1=C2C(C(=O)C3(C(CC4C(C3C(C(C2(C)C)(CC1OC(=O)C(C(C5=CC=CC=C5)NC(=O)OC(C)(C)C)O)O)OC(=O)C6=CC=CC=C6)(CO4)OC(=O)C)OC)C)OC. Drug 2: CC1=C(C=C(C=C1)NC(=O)C2=CC=C(C=C2)CN3CCN(CC3)C)NC4=NC=CC(=N4)C5=CN=CC=C5. Cell line: MCF7. Synergy scores: CSS=31.0, Synergy_ZIP=3.34, Synergy_Bliss=2.69, Synergy_Loewe=-23.3, Synergy_HSA=0.754.